This data is from Reaction yield outcomes from USPTO patents with 853,638 reactions. The task is: Predict the reaction yield, written as a fraction of the theoretical maximum amount of product (1.0 means a 100% yield; for example, 0.34 means a 34% yield). (1) The reactants are [CH3:1][O:2][CH:3]1[O:7][C@@H:6]([CH2:8][O:9][Si](C)(C2C=CC=CC=2)C2C=CC=CC=2)[CH2:5][CH2:4]1.C(O)=O.CCOC(C)=O. The catalyst is CO. The product is [CH3:1][O:2][CH:3]1[O:7][C@@H:6]([CH2:8][OH:9])[CH2:5][CH2:4]1. The yield is 1.00. (2) The reactants are [CH3:1][N:2]1[C:10]2[C:5](=[CH:6][CH:7]=[C:8]([CH:11]=O)[CH:9]=2)[CH:4]=[CH:3]1.[CH3:13][NH2:14].[BH4-].[Na+].O. The catalyst is CO. The product is [CH3:13][NH:14][CH2:11][C:8]1[CH:9]=[C:10]2[C:5]([CH:4]=[CH:3][N:2]2[CH3:1])=[CH:6][CH:7]=1. The yield is 0.870. (3) The reactants are Br[C:2]1[N:7]=[C:6]([N:8]([CH2:13][CH2:14][CH2:15][CH3:16])[CH2:9][CH2:10][CH2:11][CH3:12])[CH:5]=[CH:4][CH:3]=1.P([O-])([O-])([O-])=O.[K+].[K+].[K+].C(N(CCCC)C(C1N=C([C:38]2[CH:47]=[CH:46][C:41]([C:42]([O:44][CH3:45])=[O:43])=[CH:40][C:39]=2[C:48]([N:50]2[CH2:59][CH2:58][C:57]3[C:52](=[CH:53][CH:54]=[CH:55][CH:56]=3)[CH2:51]2)=[O:49])C=CC=1)=O)CCC. The catalyst is O1CCOCC1.C1C=CC(P(C2C=CC=CC=2)[C-]2C=CC=C2)=CC=1.C1C=CC(P(C2C=CC=CC=2)[C-]2C=CC=C2)=CC=1.Cl[Pd]Cl.[Fe+2]. The product is [CH2:9]([N:8]([CH2:13][CH2:14][CH2:15][CH3:16])[C:6]1[N:7]=[C:2]([C:38]2[CH:47]=[CH:46][C:41]([C:42]([O:44][CH3:45])=[O:43])=[CH:40][C:39]=2[C:48]([N:50]2[CH2:59][CH2:58][C:57]3[C:52](=[CH:53][CH:54]=[CH:55][CH:56]=3)[CH2:51]2)=[O:49])[CH:3]=[CH:4][CH:5]=1)[CH2:10][CH2:11][CH3:12]. The yield is 0.510. (4) The reactants are [CH3:1][C:2]1([CH3:18])[N:6]([C:7]([O:9][C:10]([CH3:13])([CH3:12])[CH3:11])=[O:8])[C@@H:5]([C:14](OC)=[O:15])[CH2:4][O:3]1.CC(C[AlH]CC(C)C)C.CO.Cl. The catalyst is C1(C)C=CC=CC=1. The product is [CH:14]([C@H:5]1[CH2:4][O:3][C:2]([CH3:18])([CH3:1])[N:6]1[C:7]([O:9][C:10]([CH3:13])([CH3:12])[CH3:11])=[O:8])=[O:15]. The yield is 0.610. (5) The product is [CH3:2][O:3][C:4]([C:5]1[C:10]([NH:11][C:12]2[CH:17]=[CH:16][C:15]([Br:18])=[CH:14][C:13]=2[F:19])=[C:9]([F:20])[C:8](=[O:21])[NH:7][CH:6]=1)=[O:23]. The reactants are Br.[CH3:2][O:3][C:4](=[O:23])[C:5]1[C:10]([NH:11][C:12]2[CH:17]=[CH:16][C:15]([Br:18])=[CH:14][C:13]=2[F:19])=[C:9]([F:20])[C:8]([O:21]C)=[N:7][CH:6]=1.C(O)(=O)C. The yield is 0.970. The catalyst is O.